Dataset: CYP3A4 inhibition data for predicting drug metabolism from PubChem BioAssay. Task: Regression/Classification. Given a drug SMILES string, predict its absorption, distribution, metabolism, or excretion properties. Task type varies by dataset: regression for continuous measurements (e.g., permeability, clearance, half-life) or binary classification for categorical outcomes (e.g., BBB penetration, CYP inhibition). Dataset: cyp3a4_veith. (1) The drug is CCOC(=O)COc1cc(OCC(=O)OCC)c2c(=O)cc(-c3ccccc3)oc2c1. The result is 1 (inhibitor). (2) The drug is C/C(=N\Nc1nc(-c2ccc(C)cc2)nc2ccccc12)c1ccc([N+](=O)[O-])cc1. The result is 1 (inhibitor).